Dataset: Full USPTO retrosynthesis dataset with 1.9M reactions from patents (1976-2016). Task: Predict the reactants needed to synthesize the given product. The reactants are: [Cl:1][C:2]1[CH:7]=[CH:6][CH:5]=[CH:4][C:3]=1[C:8]1[C:14]2[CH:15]=[C:16]([CH3:21])[C:17]([O:19][CH3:20])=[CH:18][C:13]=2[NH:12][C:11](=S)[CH2:10][N:9]=1.CO[C:25](OC)([N:27](C)C)[CH3:26].[NH2:32]N. Given the product [Cl:1][C:2]1[CH:7]=[CH:6][CH:5]=[CH:4][C:3]=1[C:8]1[C:14]2[CH:15]=[C:16]([CH3:21])[C:17]([O:19][CH3:20])=[CH:18][C:13]=2[N:12]=[C:11]2[NH:32][NH:27][C:25]([CH3:26])=[C:10]2[N:9]=1, predict the reactants needed to synthesize it.